This data is from Full USPTO retrosynthesis dataset with 1.9M reactions from patents (1976-2016). The task is: Predict the reactants needed to synthesize the given product. (1) Given the product [CH3:21][C:6]1[C:5]([CH2:4][CH2:3][OH:2])=[CH:10][CH:9]=[C:8]([C:11]2[CH:16]=[CH:15][C:14]([C:17]([F:19])([F:18])[F:20])=[CH:13][CH:12]=2)[N:7]=1, predict the reactants needed to synthesize it. The reactants are: C[O:2][C:3](=O)[CH2:4][C:5]1[C:6]([CH3:21])=[N:7][C:8]([C:11]2[CH:16]=[CH:15][C:14]([C:17]([F:20])([F:19])[F:18])=[CH:13][CH:12]=2)=[CH:9][CH:10]=1.[H-].[Al+3].[Li+].[H-].[H-].[H-].C(OCC)(=O)C. (2) Given the product [NH2:7][CH2:6][C:5]1[CH:8]=[CH:9][C:2]([Cl:1])=[C:3]([CH2:10][C@@H:11]([NH:13][C:14]2[N:19]=[C:18]([N:20]([CH3:33])[C:21]3[CH:26]=[CH:25][N:24]=[C:23]([C:27]4[CH:28]=[CH:29][CH:30]=[CH:31][CH:32]=4)[N:22]=3)[CH:17]=[CH:16][N:15]=2)[CH3:12])[CH:4]=1, predict the reactants needed to synthesize it. The reactants are: [Cl:1][C:2]1[CH:9]=[CH:8][C:5]([C:6]#[N:7])=[CH:4][C:3]=1[CH2:10][C@@H:11]([NH:13][C:14]1[N:19]=[C:18]([N:20]([CH3:33])[C:21]2[CH:26]=[CH:25][N:24]=[C:23]([C:27]3[CH:32]=[CH:31][CH:30]=[CH:29][CH:28]=3)[N:22]=2)[CH:17]=[CH:16][N:15]=1)[CH3:12].[BH4-].[Na+]. (3) Given the product [CH2:1]([O:8][C:9]([NH:11][C:12]1([C:25](=[O:27])[NH2:29])[CH2:17][CH2:16][N:15]([C:18]([O:20][C:21]([CH3:23])([CH3:24])[CH3:22])=[O:19])[CH2:14][CH2:13]1)=[O:10])[C:2]1[CH:7]=[CH:6][CH:5]=[CH:4][CH:3]=1, predict the reactants needed to synthesize it. The reactants are: [CH2:1]([O:8][C:9]([NH:11][C:12]1([C:25]([OH:27])=O)[CH2:17][CH2:16][N:15]([C:18]([O:20][C:21]([CH3:24])([CH3:23])[CH3:22])=[O:19])[CH2:14][CH2:13]1)=[O:10])[C:2]1[CH:7]=[CH:6][CH:5]=[CH:4][CH:3]=1.C[N:29]1CCOCC1.N.